Dataset: Forward reaction prediction with 1.9M reactions from USPTO patents (1976-2016). Task: Predict the product of the given reaction. (1) Given the reactants [O:1]1CCO[CH:2]1[C:6]1[CH:11]=[CH:10][C:9]([NH:12][C:13]([C:15]2[CH:16]=[C:17]([CH2:21][NH:22][C:23]([CH2:25][CH2:26][N:27]3[CH2:32][CH2:31][CH:30]([O:33][C:34](=[O:48])[NH:35][C:36]4[CH:41]=[CH:40][CH:39]=[CH:38][C:37]=4[C:42]4[CH:47]=[CH:46][CH:45]=[CH:44][CH:43]=4)[CH2:29][CH2:28]3)=[O:24])[CH:18]=[CH:19][CH:20]=2)=[O:14])=[CH:8][CH:7]=1.Cl.C(=O)(O)[O-].[Na+], predict the reaction product. The product is: [CH:2]([C:6]1[CH:11]=[CH:10][C:9]([NH:12][C:13]([C:15]2[CH:16]=[C:17]([CH2:21][NH:22][C:23]([CH2:25][CH2:26][N:27]3[CH2:28][CH2:29][CH:30]([O:33][C:34](=[O:48])[NH:35][C:36]4[CH:41]=[CH:40][CH:39]=[CH:38][C:37]=4[C:42]4[CH:47]=[CH:46][CH:45]=[CH:44][CH:43]=4)[CH2:31][CH2:32]3)=[O:24])[CH:18]=[CH:19][CH:20]=2)=[O:14])=[CH:8][CH:7]=1)=[O:1]. (2) Given the reactants [BH4-].[Li+].[Cl:3][C:4]1[CH:9]=[CH:8][C:7]([S:10]([N:13]2[C:17]3[CH2:18][CH:19]4[N:24]([S:25]([C:28]5[CH:33]=[CH:32][C:31]([Cl:34])=[CH:30][CH:29]=5)(=[O:27])=[O:26])[CH:23]([C:16]=3[CH:15]=[N:14]2)[CH2:22][CH:21]([C:35](OCC)=[O:36])[CH2:20]4)(=[O:12])=[O:11])=[CH:6][CH:5]=1.[Cl:40][C:41]1[CH:46]=[CH:45][C:44]([S:47]([N:50]2[CH:54]=[C:53]3[CH:55]4[N:61]([S:62]([C:65]5[CH:70]=[CH:69][C:68]([Cl:71])=[CH:67][CH:66]=5)(=[O:64])=[O:63])[CH:59]([CH2:60][C:52]3=[N:51]2)[CH2:58][CH:57]([C:72](OCC)=[O:73])[CH2:56]4)(=[O:49])=[O:48])=[CH:43][CH:42]=1, predict the reaction product. The product is: [Cl:3][C:4]1[CH:5]=[CH:6][C:7]([S:10]([N:13]2[C:17]3[CH2:18][CH:19]4[N:24]([S:25]([C:28]5[CH:29]=[CH:30][C:31]([Cl:34])=[CH:32][CH:33]=5)(=[O:27])=[O:26])[CH:23]([C:16]=3[CH:15]=[N:14]2)[CH2:22][CH:21]([CH2:35][OH:36])[CH2:20]4)(=[O:12])=[O:11])=[CH:8][CH:9]=1.[Cl:40][C:41]1[CH:42]=[CH:43][C:44]([S:47]([N:50]2[CH:54]=[C:53]3[CH:55]4[N:61]([S:62]([C:65]5[CH:66]=[CH:67][C:68]([Cl:71])=[CH:69][CH:70]=5)(=[O:64])=[O:63])[CH:59]([CH2:60][C:52]3=[N:51]2)[CH2:58][CH:57]([CH2:72][OH:73])[CH2:56]4)(=[O:49])=[O:48])=[CH:45][CH:46]=1. (3) Given the reactants F[C:2](F)(F)C(O)=O.[NH2:8][C@H:9]1[CH2:15][CH:14]=[CH:13][CH2:12][N:11]([C:16]2[CH:21]=[CH:20][CH:19]=[CH:18][CH:17]=2)[C:10]1=[O:22].C(OC(N[C@@H](CCC=C)C(O)=O)=O)(C)(C)C, predict the reaction product. The product is: [NH2:8][C@H:9]1[CH2:15][CH2:14][CH:13]=[CH:12][CH2:2][N:11]([C:16]2[CH:21]=[CH:20][CH:19]=[CH:18][CH:17]=2)[C:10]1=[O:22]. (4) Given the reactants [C:1]([NH:5][C:6]1[C:15]2[C:10](=[CH:11][CH:12]=[C:13]([C:16]3[CH:21]=[CH:20][C:19]([F:22])=[CH:18][C:17]=3[F:23])[CH:14]=2)[N:9]=[C:8]([C:24]2[CH:25]=[N:26][CH:27]=[CH:28][CH:29]=2)[N:7]=1)([CH3:4])([CH3:3])[CH3:2].[CH3:30][S:31]([OH:34])(=[O:33])=[O:32], predict the reaction product. The product is: [CH3:30][S:31]([OH:34])(=[O:33])=[O:32].[C:1]([NH:5][C:6]1[C:15]2[C:10](=[CH:11][CH:12]=[C:13]([C:16]3[CH:21]=[CH:20][C:19]([F:22])=[CH:18][C:17]=3[F:23])[CH:14]=2)[N:9]=[C:8]([C:24]2[CH:25]=[N:26][CH:27]=[CH:28][CH:29]=2)[N:7]=1)([CH3:4])([CH3:2])[CH3:3]. (5) Given the reactants C1(P(C2C=CC=CC=2)C2C=CC=CC=2)C=CC=CC=1.CCOC(/N=N/C(OCC)=O)=O.C1C=CC(P([N:46]=[N+:47]=[N-:48])(C2C=CC=CC=2)=O)=CC=1.[CH3:49][C:50]1[N:51]([C:56]2[N:61]=[C:60]([CH2:62][CH:63]([C:65]3[CH:70]=[CH:69][CH:68]=[C:67]([CH2:71][CH2:72][C:73]4[CH:78]=[C:77]([CH3:79])[CH:76]=[C:75]([N:80]5[C:84]([CH3:85])=[CH:83][CH:82]=[C:81]5[CH3:86])[N:74]=4)[CH:66]=3)O)[CH:59]=[C:58]([CH3:87])[CH:57]=2)[C:52]([CH3:55])=[CH:53][CH:54]=1, predict the reaction product. The product is: [N:46]([CH:63]([C:65]1[CH:70]=[CH:69][CH:68]=[C:67]([CH2:71][CH2:72][C:73]2[CH:78]=[C:77]([CH3:79])[CH:76]=[C:75]([N:80]3[C:84]([CH3:85])=[CH:83][CH:82]=[C:81]3[CH3:86])[N:74]=2)[CH:66]=1)[CH2:62][C:60]1[CH:59]=[C:58]([CH3:87])[CH:57]=[C:56]([N:51]2[C:50]([CH3:49])=[CH:54][CH:53]=[C:52]2[CH3:55])[N:61]=1)=[N+:47]=[N-:48]. (6) Given the reactants [NH:1]1[CH:5]=[CH:4][C:3]([CH2:6][NH2:7])=[N:2]1.[CH2:8]([O:15][C:16]1[CH:21]=[CH:20][N:19]([C:22]2[S:23][C:24]([C:28](O)=[O:29])=[C:25]([CH3:27])[N:26]=2)[C:18](=[O:31])[CH:17]=1)[C:9]1[CH:14]=[CH:13][CH:12]=[CH:11][CH:10]=1, predict the reaction product. The product is: [NH:1]1[CH:5]=[CH:4][C:3]([CH2:6][NH:7][C:28]([C:24]2[S:23][C:22]([N:19]3[CH:20]=[CH:21][C:16]([O:15][CH2:8][C:9]4[CH:14]=[CH:13][CH:12]=[CH:11][CH:10]=4)=[CH:17][C:18]3=[O:31])=[N:26][C:25]=2[CH3:27])=[O:29])=[N:2]1. (7) The product is: [OH:26][CH2:25][CH2:24][N:22]([CH3:23])[C:3]1[C:2]([C:31]2[CH:32]=[N:27][CH:28]=[N:29][CH:30]=2)=[CH:21][C:6]([C:7]([NH:9][C:10]2[CH:15]=[CH:14][C:13]([S:16][C:17]([F:20])([F:19])[F:18])=[CH:12][CH:11]=2)=[O:8])=[CH:5][N:4]=1. Given the reactants Br[C:2]1[C:3]([N:22]([CH2:24][CH2:25][OH:26])[CH3:23])=[N:4][CH:5]=[C:6]([CH:21]=1)[C:7]([NH:9][C:10]1[CH:15]=[CH:14][C:13]([S:16][C:17]([F:20])([F:19])[F:18])=[CH:12][CH:11]=1)=[O:8].[N:27]1[CH:32]=[C:31](B(O)O)[CH:30]=[N:29][CH:28]=1, predict the reaction product.